From a dataset of Reaction yield outcomes from USPTO patents with 853,638 reactions. Predict the reaction yield, written as a fraction of the theoretical maximum amount of product (1.0 means a 100% yield; for example, 0.34 means a 34% yield). The reactants are NC1C=CC=CC=1N[C:9](=[O:34])[C:10]1[CH:15]=[CH:14][C:13]([C:16]2[C:21]([CH3:22])=[CH:20][C:19](CN3CCN(CCOC)CC3)=[CH:18][N:17]=2)=[CH:12][CH:11]=1.[C:35]([O:39][C:40]([NH:42][C:43]1[CH:48]=[CH:47][CH:46]=[CH:45][C:44]=1[NH2:49])=[O:41])([CH3:38])([CH3:37])[CH3:36].O.[CH3:51]N(C)C=O. No catalyst specified. The product is [CH2:22]([C:21]1[C:16]([C:13]2[CH:12]=[CH:11][C:10]([C:9]([NH:49][C:44]3[CH:45]=[CH:46][CH:47]=[CH:48][C:43]=3[NH:42][C:40](=[O:41])[O:39][C:35]([CH3:38])([CH3:36])[CH3:37])=[O:34])=[CH:15][CH:14]=2)=[N:17][CH:18]=[CH:19][CH:20]=1)[CH3:51]. The yield is 0.900.